Dataset: Forward reaction prediction with 1.9M reactions from USPTO patents (1976-2016). Task: Predict the product of the given reaction. (1) Given the reactants [Br:1][C:2]1[C:3]([OH:12])=[CH:4][CH:5]=[C:6]2[C:11]=1[N:10]=[CH:9][CH:8]=[CH:7]2.C([O-])([O-])=O.[K+].[K+].[CH2:19](Br)[C:20]1[CH:25]=[CH:24][CH:23]=[CH:22][CH:21]=1, predict the reaction product. The product is: [CH2:19]([O:12][C:3]1[C:2]([Br:1])=[C:11]2[C:6]([CH:7]=[CH:8][CH:9]=[N:10]2)=[CH:5][CH:4]=1)[C:20]1[CH:25]=[CH:24][CH:23]=[CH:22][CH:21]=1. (2) Given the reactants C(N(CC)CC)C.[C:8](Cl)([C:21]1[CH:26]=[CH:25][CH:24]=[CH:23][CH:22]=1)([C:15]1[CH:20]=[CH:19][CH:18]=[CH:17][CH:16]=1)[C:9]1[CH:14]=[CH:13][CH:12]=[CH:11][CH:10]=1.[CH2:28]([NH:35][CH2:36][CH2:37][NH2:38])[C:29]1[CH:34]=[CH:33][CH:32]=[CH:31][CH:30]=1.O, predict the reaction product. The product is: [CH2:28]([NH:35][CH2:36][CH2:37][NH:38][C:8]([C:21]1[CH:26]=[CH:25][CH:24]=[CH:23][CH:22]=1)([C:15]1[CH:20]=[CH:19][CH:18]=[CH:17][CH:16]=1)[C:9]1[CH:14]=[CH:13][CH:12]=[CH:11][CH:10]=1)[C:29]1[CH:34]=[CH:33][CH:32]=[CH:31][CH:30]=1. (3) Given the reactants [CH:1]1([NH:4][C:5](=[O:32])[C:6]2[CH:11]=[C:10]([N:12]3[CH:17]=[CH:16][N:15]=[C:14]([NH:18][C:19]4([C:22]5[CH:27]=[CH:26][CH:25]=[CH:24][C:23]=5[OH:28])[CH2:21][CH2:20]4)[C:13]3=[O:29])[C:9]([CH3:30])=[CH:8][C:7]=2[F:31])[CH2:3][CH2:2]1.C(=O)([O-])[O-].[K+].[K+].Br[CH2:40][CH2:41][Cl:42], predict the reaction product. The product is: [Cl:42][CH2:41][CH2:40][O:28][C:23]1[CH:24]=[CH:25][CH:26]=[CH:27][C:22]=1[C:19]1([NH:18][C:14]2[C:13](=[O:29])[N:12]([C:10]3[C:9]([CH3:30])=[CH:8][C:7]([F:31])=[C:6]([CH:11]=3)[C:5]([NH:4][CH:1]3[CH2:2][CH2:3]3)=[O:32])[CH:17]=[CH:16][N:15]=2)[CH2:21][CH2:20]1. (4) The product is: [CH2:1]([C:13]([CH2:19][C:20]1[CH:25]=[CH:24][CH:23]=[CH:22][CH:21]=1)([C:14]([OH:16])=[O:15])[CH2:12][CH2:11][C:7]([CH2:5][CH3:6])([CH2:17][C:18]1[CH:28]=[CH:29][CH:30]=[CH:31][CH:27]=1)[C:8]([OH:10])=[O:9])[CH3:2]. Given the reactants [CH3:1][CH2:2][O-].[Na+].[CH2:5]([C:7]([CH2:17][CH3:18])([CH2:11][CH2:12][CH2:13][C:14]([OH:16])=[O:15])[C:8]([OH:10])=[O:9])[CH3:6].[CH2:19](Cl)[C:20]1[CH:25]=[CH:24][CH:23]=[CH:22][CH:21]=1.[C:27]1(=O)[CH2:31][CH2:30][CH2:29][CH2:28]1.C(OCC1C=CC=CC=1)C.Cl, predict the reaction product. (5) The product is: [N:1]1([C:11]2[CH:16]=[CH:15][C:14]([C:17]([N:19]3[CH2:20][CH2:21][N:22]([C:25]([O:27][C:28]([CH3:29])([CH3:31])[CH3:30])=[O:26])[CH2:23][CH2:24]3)=[O:18])=[CH:13][CH:12]=2)[C:9]2[C:4](=[CH:5][CH:6]=[CH:7][CH:8]=2)[CH2:3][CH2:2]1. Given the reactants [NH:1]1[C:9]2[C:4](=[CH:5][CH:6]=[CH:7][CH:8]=2)[CH2:3][CH2:2]1.Br[C:11]1[CH:16]=[CH:15][C:14]([C:17]([N:19]2[CH2:24][CH2:23][N:22]([C:25]([O:27][C:28]([CH3:31])([CH3:30])[CH3:29])=[O:26])[CH2:21][CH2:20]2)=[O:18])=[CH:13][CH:12]=1.C([O-])([O-])=O.[Cs+].[Cs+], predict the reaction product. (6) Given the reactants C(OC(=O)[NH:10][C:11]1[C:12]([C:29]([NH:31][C:32]2[CH:33]=[N:34][CH:35]=[CH:36][C:37]=2[N:38]2[CH2:43][C@H:42]([CH3:44])[C@@H:41]([OH:45])[C@H:40]([NH2:46])[CH2:39]2)=[O:30])=[N:13][C:14]2[C:19]([CH:20]=1)=[CH:18][CH:17]=[C:16]([N:21]1[CH2:26][CH2:25][N:24]([CH3:27])[C:23](=[O:28])[CH2:22]1)[CH:15]=2)C1C=CC=CC=1.[H][H], predict the reaction product. The product is: [NH2:10][C:11]1[C:12]([C:29]([NH:31][C:32]2[CH:33]=[N:34][CH:35]=[CH:36][C:37]=2[N:38]2[CH2:43][C@H:42]([CH3:44])[C@@H:41]([OH:45])[C@H:40]([NH2:46])[CH2:39]2)=[O:30])=[N:13][C:14]2[C:19]([CH:20]=1)=[CH:18][CH:17]=[C:16]([N:21]1[CH2:26][CH2:25][N:24]([CH3:27])[C:23](=[O:28])[CH2:22]1)[CH:15]=2. (7) Given the reactants [H-].[Na+].[Cl:3][C:4]1[CH:9]=[C:8]([C:10]([F:13])([F:12])[F:11])[CH:7]=[C:6]([Cl:14])[C:5]=1[N:15]1[C:19]([OH:20])=[C:18]([S:21][C:22]([F:25])([F:24])[F:23])[C:17]([C:26]#[N:27])=[N:16]1.S(OCC)(O[CH2:32][CH3:33])(=O)=O.S([O-])(O)(=O)=O.[K+], predict the reaction product. The product is: [Cl:3][C:4]1[CH:9]=[C:8]([C:10]([F:13])([F:12])[F:11])[CH:7]=[C:6]([Cl:14])[C:5]=1[N:15]1[C:19]([O:20][CH2:32][CH3:33])=[C:18]([S:21][C:22]([F:25])([F:23])[F:24])[C:17]([C:26]#[N:27])=[N:16]1.